The task is: Predict which catalyst facilitates the given reaction.. This data is from Catalyst prediction with 721,799 reactions and 888 catalyst types from USPTO. (1) Reactant: [CH3:1][O:2][C:3]([CH2:5][C:6]([CH2:8][C:9]([O:11][CH3:12])=[O:10])=[O:7])=[O:4]. Product: [OH:7][C:6]1[C:8]([C:9]([O:11][CH3:12])=[O:10])=[C:6]([CH3:8])[CH:5]=[CH:3][C:5]=1[C:3]([O:2][CH3:1])=[O:4]. The catalyst class is: 5. (2) Reactant: [Br:1][C:2]1[CH:9]=[CH:8][C:5]([CH:6]=O)=[CH:4][CH:3]=1.C(O)(=O)[CH2:11][C:12]([OH:14])=[O:13].N1CCCCC1.Cl. Product: [Br:1][C:2]1[CH:9]=[CH:8][C:5]([CH:6]=[CH:11][C:12]([OH:14])=[O:13])=[CH:4][CH:3]=1. The catalyst class is: 228. (3) Reactant: N1C(Cl)=NC(Cl)=NC=1Cl.[C:10]([N:17]1[CH2:20][CH:19]([C:21]([OH:23])=O)[CH2:18]1)([O:12][C:13]([CH3:16])([CH3:15])[CH3:14])=[O:11].CN1CCOCC1.[Br:31][C:32]1[CH:33]=[CH:34][C:35]2[O:39][C:38]([C:40](=[O:42])[NH2:41])=[C:37]([NH:43]C(C3CCCN3C(OC(C)(C)C)=O)=O)[C:36]=2[CH:58]=1. Product: [Br:31][C:32]1[CH:33]=[CH:34][C:35]2[O:39][C:38]([C:40](=[O:42])[NH2:41])=[C:37]([NH:43][C:21]([CH:19]3[CH2:18][N:17]([C:10]([O:12][C:13]([CH3:14])([CH3:15])[CH3:16])=[O:11])[CH2:20]3)=[O:23])[C:36]=2[CH:58]=1. The catalyst class is: 566. (4) Reactant: [NH2:1][C:2]1[CH:3]=[CH:4][C:5]([O:13][CH:14]([C:21]2[CH:26]=[CH:25][CH:24]=[CH:23][CH:22]=2)[C:15]2[CH:20]=[CH:19][CH:18]=[CH:17][CH:16]=2)=[C:6]([C:8](=O)[CH:9]([CH3:11])[CH3:10])[CH:7]=1.C(N(C(C)C)CC)(C)C.[CH2:50]1[C:48](=O)[N:47](OC(O[N:47]2[C:52](=[O:53])[CH2:51][CH2:50][C:48]2=O)=O)[C:52](=[O:53])[CH2:51]1.[NH:54]1[C:58]2[CH:59]=CC(N)=C[C:57]=2[N:56]=[CH:55]1. Product: [CH:14]([O:13][C:5]1[CH:4]=[CH:3][C:2]([NH:1][C:52]([NH:47][C:48]2[CH:50]=[CH:51][C:57]3[N:56]=[CH:55][NH:54][C:58]=3[CH:59]=2)=[O:53])=[CH:7][C:6]=1[CH2:8][CH:9]([CH3:10])[CH3:11])([C:15]1[CH:20]=[CH:19][CH:18]=[CH:17][CH:16]=1)[C:21]1[CH:26]=[CH:25][CH:24]=[CH:23][CH:22]=1. The catalyst class is: 47. (5) Reactant: CC(C)([O-])C.[Na+].[Br:7][C:8]1[CH:20]=[CH:19][C:18]2[C:17]3[C:12](=[CH:13][C:14]([Br:21])=[CH:15][CH:16]=3)[CH2:11][C:10]=2[CH:9]=1.[C:22](=S)([S:25][CH3:26])[S:23][CH3:24].CI. Product: [Br:7][C:8]1[CH:20]=[CH:19][C:18]2[C:17]3[C:12](=[CH:13][C:14]([Br:21])=[CH:15][CH:16]=3)[C:11](=[C:22]([S:25][CH3:26])[S:23][CH3:24])[C:10]=2[CH:9]=1. The catalyst class is: 16. (6) Reactant: [CH2:1]([O:3][C:4]1[CH:9]=[CH:8][CH:7]=[CH:6][C:5]=1[N:10]1[C:19](=[O:20])[C:18]2[C:13](=[CH:14][CH:15]=[CH:16][CH:17]=2)[N:12]=[C:11]1[CH2:21][CH3:22])[CH3:2].C([O-])(=O)C.[Na+].[Br:28]Br. Product: [Br:28][CH:21]([C:11]1[N:10]([C:5]2[CH:6]=[CH:7][CH:8]=[CH:9][C:4]=2[O:3][CH2:1][CH3:2])[C:19](=[O:20])[C:18]2[C:13](=[CH:14][CH:15]=[CH:16][CH:17]=2)[N:12]=1)[CH3:22]. The catalyst class is: 15.